Dataset: Reaction yield outcomes from USPTO patents with 853,638 reactions. Task: Predict the reaction yield, written as a fraction of the theoretical maximum amount of product (1.0 means a 100% yield; for example, 0.34 means a 34% yield). (1) The reactants are [Cl:1][C:2]1[C:19]([F:20])=[CH:18][CH:17]=[C:16]([F:21])[C:3]=1[CH2:4][N:5]1[CH2:10][CH2:9][NH:8][C:7]2[N:11]=[CH:12][C:13](I)=[CH:14][C:6]1=2.B1([C:31]2[CH:36]=[N:35][C:34]([N:37]3[CH2:42][CH2:41][O:40][CH2:39][CH2:38]3)=[N:33][CH:32]=2)OC(C)(C)C(C)(C)O1. No catalyst specified. The product is [Cl:1][C:2]1[C:19]([F:20])=[CH:18][CH:17]=[C:16]([F:21])[C:3]=1[CH2:4][N:5]1[CH2:10][CH2:9][NH:8][C:7]2[N:11]=[CH:12][C:13]([C:31]3[CH:32]=[N:33][C:34]([N:37]4[CH2:42][CH2:41][O:40][CH2:39][CH2:38]4)=[N:35][CH:36]=3)=[CH:14][C:6]1=2. The yield is 0.270. (2) The yield is 0.980. The reactants are Cl[C:2]1[C:3]2[CH:13]=[CH:12][C:11](=[O:14])[N:10]([C:15]3[C:20]([F:21])=[CH:19][CH:18]=[CH:17][C:16]=3[F:22])[C:4]=2[N:5]=[C:6]([S:8][CH3:9])[N:7]=1.[CH3:23][C:24]1[CH:32]=[CH:31][C:27]([C:28]([OH:30])=[O:29])=[CH:26][C:25]=1B1OC(C)(C)C(C)(C)O1.C([O-])([O-])=O.[K+].[K+]. The product is [F:22][C:16]1[CH:17]=[CH:18][CH:19]=[C:20]([F:21])[C:15]=1[N:10]1[C:4]2[N:5]=[C:6]([S:8][CH3:9])[N:7]=[C:2]([C:25]3[CH:26]=[C:27]([CH:31]=[CH:32][C:24]=3[CH3:23])[C:28]([OH:30])=[O:29])[C:3]=2[CH:13]=[CH:12][C:11]1=[O:14]. The catalyst is COCCOC.O.C1C=CC([P]([Pd]([P](C2C=CC=CC=2)(C2C=CC=CC=2)C2C=CC=CC=2)([P](C2C=CC=CC=2)(C2C=CC=CC=2)C2C=CC=CC=2)[P](C2C=CC=CC=2)(C2C=CC=CC=2)C2C=CC=CC=2)(C2C=CC=CC=2)C2C=CC=CC=2)=CC=1. (3) The reactants are [CH3:1][C:2]1[CH:11]=[C:10]2[C:5]([CH2:6][CH2:7][CH2:8][NH:9]2)=[CH:4][CH:3]=1.C(=O)([O-])[O-].[K+].[K+].[CH:18](I)([CH3:20])[CH3:19]. The catalyst is CN(C)C=O. The product is [CH:18]([N:9]1[C:10]2[C:5](=[CH:4][CH:3]=[C:2]([CH3:1])[CH:11]=2)[CH2:6][CH2:7][CH2:8]1)([CH3:20])[CH3:19]. The yield is 0.820. (4) The reactants are [I:1]Cl.[O:3]1[C:7]2[CH:8]=[CH:9][C:10]([NH:12][C:13](=[O:15])[CH3:14])=[CH:11][C:6]=2[O:5][CH2:4]1. The catalyst is C(Cl)Cl.C(O)(=O)C. The product is [I:1][C:9]1[C:10]([NH:12][C:13](=[O:15])[CH3:14])=[CH:11][C:6]2[O:5][CH2:4][O:3][C:7]=2[CH:8]=1. The yield is 0.220. (5) The reactants are C12(CS(O)(=O)=O)C(C)(C)C(CC1)CC2=O.[CH2:16]([N:18]1[C:24]2[CH:25]=[CH:26][C:27]([NH2:29])=[CH:28][C:23]=2[O:22][CH2:21][CH2:20][CH2:19]1)[CH3:17].Cl[C:31]1[N:36]=[C:35]([NH:37][C:38]2[CH:43]=[CH:42][C:41]([N:44]3[CH2:49][CH2:48][O:47][CH2:46][CH2:45]3)=[CH:40][C:39]=2[O:50][CH3:51])[C:34]([Cl:52])=[CH:33][N:32]=1.C(=O)([O-])[O-]. The catalyst is C(O)(C)C. The product is [Cl:52][C:34]1[C:35]([NH:37][C:38]2[CH:43]=[CH:42][C:41]([N:44]3[CH2:45][CH2:46][O:47][CH2:48][CH2:49]3)=[CH:40][C:39]=2[O:50][CH3:51])=[N:36][C:31]([NH:29][C:27]2[CH:26]=[CH:25][C:24]3[N:18]([CH2:16][CH3:17])[CH2:19][CH2:20][CH2:21][O:22][C:23]=3[CH:28]=2)=[N:32][CH:33]=1. The yield is 1.00. (6) The reactants are [Si:1]([O:8][C@H:9]([C@H:11]([NH:29][C:30](=[O:36])[O:31][C:32]([CH3:35])([CH3:34])[CH3:33])[C:12](=[O:28])/[CH:13]=[CH:14]/[CH2:15][CH2:16][CH2:17][CH2:18][CH2:19][CH2:20][CH2:21][CH2:22][CH2:23][CH2:24][CH2:25][CH2:26][CH3:27])[CH3:10])([C:4]([CH3:7])([CH3:6])[CH3:5])([CH3:3])[CH3:2].CCC(C)[BH-](C(C)CC)C(C)CC.[Li+]. The yield is 0.850. The catalyst is C1COCC1. The product is [Si:1]([O:8][C@H:9]([C@H:11]([NH:29][C:30](=[O:36])[O:31][C:32]([CH3:33])([CH3:35])[CH3:34])[C@@H:12]([OH:28])/[CH:13]=[CH:14]/[CH2:15][CH2:16][CH2:17][CH2:18][CH2:19][CH2:20][CH2:21][CH2:22][CH2:23][CH2:24][CH2:25][CH2:26][CH3:27])[CH3:10])([C:4]([CH3:5])([CH3:6])[CH3:7])([CH3:3])[CH3:2]. (7) The reactants are [Cl:1][C:2]1[C:12]2[O:11][CH2:10][CH2:9][N:8]([CH:13]([CH3:15])[CH3:14])[CH2:7][C:6]=2[CH:5]=[CH:4][CH:3]=1.[N+:16]([O-])([OH:18])=[O:17]. The catalyst is C(O)(C(F)(F)F)=O. The product is [Cl:1][C:2]1[C:12]2[O:11][CH2:10][CH2:9][N:8]([CH:13]([CH3:15])[CH3:14])[CH2:7][C:6]=2[CH:5]=[C:4]([N+:16]([O-:18])=[O:17])[CH:3]=1. The yield is 0.530. (8) The reactants are [CH3:1][N:2]1[C:6]2[C:7](=[O:25])[N:8]([CH3:24])[C:9]([CH:18]([OH:23])[C:19]([O:21][CH3:22])=[O:20])=[C:10]([C:11]3[CH:16]=[CH:15][C:14]([CH3:17])=[CH:13][CH:12]=3)[C:5]=2[CH:4]=[CH:3]1.C(O[C:30]([CH3:33])([CH3:32])[CH3:31])(=O)C.Cl(O)(=O)(=O)=O. No catalyst specified. The product is [C:30]([O:23][CH:18]([C:9]1[N:8]([CH3:24])[C:7](=[O:25])[C:6]2[N:2]([CH3:1])[CH:3]=[CH:4][C:5]=2[C:10]=1[C:11]1[CH:12]=[CH:13][C:14]([CH3:17])=[CH:15][CH:16]=1)[C:19]([O:21][CH3:22])=[O:20])([CH3:33])([CH3:32])[CH3:31]. The yield is 0.724. (9) The reactants are [Cl:1][C:2]1[CH:8]=[CH:7][CH:6]=[C:5]([Cl:9])[C:3]=1[NH2:4].[F:10][C:11]([F:22])([F:21])[C:12](O[C:12](=[O:13])[C:11]([F:22])([F:21])[F:10])=[O:13]. The catalyst is ClCCl. The product is [Cl:1][C:2]1[CH:8]=[CH:7][CH:6]=[C:5]([Cl:9])[C:3]=1[NH:4][C:12](=[O:13])[C:11]([F:22])([F:21])[F:10]. The yield is 0.900. (10) The reactants are C([O:3][C:4](=[O:18])[CH2:5][C@@H:6]([NH:14]C(=O)C)[C@H:7]([CH3:13])[C@H:8]([CH3:12])[CH2:9][CH2:10][CH3:11])C.[ClH:19]. No catalyst specified. The product is [ClH:19].[NH2:14][C@@H:6]([C@H:7]([CH3:13])[C@H:8]([CH3:12])[CH2:9][CH2:10][CH3:11])[CH2:5][C:4]([OH:18])=[O:3]. The yield is 0.670.